From a dataset of Reaction yield outcomes from USPTO patents with 853,638 reactions. Predict the reaction yield, written as a fraction of the theoretical maximum amount of product (1.0 means a 100% yield; for example, 0.34 means a 34% yield). (1) The reactants are Br[C:2]1[C:10]2[C:5](=[C:6]([O:18][C:19]3[CH:24]=[CH:23][C:22]([S:25]([CH3:28])(=[O:27])=[O:26])=[CH:21][CH:20]=3)[CH:7]=[C:8]([C:11]3[C:16]([Cl:17])=[CH:15][CH:14]=[CH:13][N:12]=3)[CH:9]=2)[N:4]([CH3:29])[N:3]=1.[NH2:30][C:31]1[CH:36]=[N:35][CH:34]=[CH:33][N:32]=1.C1(P(C2C=CC=CC=2)C2C3OC4C(=CC=CC=4P(C4C=CC=CC=4)C4C=CC=CC=4)C(C)(C)C=3C=CC=2)C=CC=CC=1.C(=O)([O-])[O-].[Cs+].[Cs+]. The catalyst is O1CCOCC1.C1C=CC(/C=C/C(/C=C/C2C=CC=CC=2)=O)=CC=1.C1C=CC(/C=C/C(/C=C/C2C=CC=CC=2)=O)=CC=1.C1C=CC(/C=C/C(/C=C/C2C=CC=CC=2)=O)=CC=1.[Pd].[Pd]. The product is [Cl:17][C:16]1[C:11]([C:8]2[CH:9]=[C:10]3[C:5](=[C:6]([O:18][C:19]4[CH:24]=[CH:23][C:22]([S:25]([CH3:28])(=[O:27])=[O:26])=[CH:21][CH:20]=4)[CH:7]=2)[N:4]([CH3:29])[N:3]=[C:2]3[NH:30][C:31]2[CH:36]=[N:35][CH:34]=[CH:33][N:32]=2)=[N:12][CH:13]=[CH:14][CH:15]=1. The yield is 0.170. (2) The reactants are [CH3:1][O:2][C:3](=[O:19])[CH:4]([NH:11][C:12]([O:14][C:15](C)(C)C)=[O:13])[CH:5]([O:7][CH:8]([F:10])[F:9])[CH3:6].Cl.C(N(C(C)C)CC)(C)C.ClC(OC)=O. The catalyst is CO.ClCCl. The product is [CH3:1][O:2][C:3](=[O:19])[C@@H:4]([NH:11][C:12]([O:14][CH3:15])=[O:13])[C@H:5]([O:7][CH:8]([F:10])[F:9])[CH3:6]. The yield is 0.470. (3) The reactants are COC[O:4][C:5]1[C:9](/[CH:10]=[CH:11]/[C:12]2[N:13]=[C:14]([N:18]3[CH2:23][CH2:22][N:21]([C:24]([O:26][C:27]([CH3:30])([CH3:29])[CH3:28])=[O:25])[CH2:20][CH2:19]3)[S:15][C:16]=2[CH3:17])=[CH:8][N:7]([C:31]2[CH:36]=[CH:35][CH:34]=[CH:33][CH:32]=2)[N:6]=1.Cl. The catalyst is CO. The product is [OH:4][C:5]1[C:9](/[CH:10]=[CH:11]/[C:12]2[N:13]=[C:14]([N:18]3[CH2:23][CH2:22][N:21]([C:24]([O:26][C:27]([CH3:30])([CH3:29])[CH3:28])=[O:25])[CH2:20][CH2:19]3)[S:15][C:16]=2[CH3:17])=[CH:8][N:7]([C:31]2[CH:32]=[CH:33][CH:34]=[CH:35][CH:36]=2)[N:6]=1. The yield is 0.880. (4) The reactants are [C:1]([C:5]1[CH:6]=[C:7]2[C:11](=[CH:12][C:13]=1[N+:14]([O-])=O)[NH:10][CH:9]=[CH:8]2)([CH3:4])([CH3:3])[CH3:2]. The catalyst is CO.[Ni]. The product is [C:1]([C:5]1[CH:6]=[C:7]2[C:11](=[CH:12][C:13]=1[NH2:14])[NH:10][CH:9]=[CH:8]2)([CH3:4])([CH3:2])[CH3:3]. The yield is 0.870. (5) The reactants are [C:1]1([C:7]([C:20]2[CH:25]=[CH:24][CH:23]=[CH:22][CH:21]=2)([C:14]2[CH:19]=[CH:18][CH:17]=[CH:16][CH:15]=2)[O:8][CH2:9][C:10](=[CH2:13])[CH2:11]O)[CH:6]=[CH:5][CH:4]=[CH:3][CH:2]=1.C(Br)(Br)(Br)[Br:27].C1(P(C2C=CC=CC=2)C2C=CC=CC=2)C=CC=CC=1.C([O-])(O)=O.[Na+]. The catalyst is C(Cl)Cl.C(OCC)(=O)C. The product is [Br:27][CH2:11][C:10]([CH2:9][O:8][C:7]([C:20]1[CH:25]=[CH:24][CH:23]=[CH:22][CH:21]=1)([C:14]1[CH:19]=[CH:18][CH:17]=[CH:16][CH:15]=1)[C:1]1[CH:6]=[CH:5][CH:4]=[CH:3][CH:2]=1)=[CH2:13]. The yield is 0.920. (6) The reactants are [CH2:1]([O:8][CH2:9][CH2:10][CH:11]1[CH2:20][CH2:19][C:14]2(OCC[O:15]2)[CH2:13][CH2:12]1)[C:2]1[CH:7]=[CH:6][CH:5]=[CH:4][CH:3]=1.O.CC1C=CC(S(O)(=O)=O)=CC=1. The catalyst is CC(C)=O. The product is [CH2:1]([O:8][CH2:9][CH2:10][CH:11]1[CH2:12][CH2:13][C:14](=[O:15])[CH2:19][CH2:20]1)[C:2]1[CH:7]=[CH:6][CH:5]=[CH:4][CH:3]=1. The yield is 0.970. (7) The reactants are C([O-])([O-])=O.[K+].[K+].[CH2:7]([O:9][C:10](=[O:23])[C:11]1[CH:16]=[C:15](I)[C:14]([O:18][CH2:19][CH2:20][OH:21])=[C:13](Br)[CH:12]=1)[CH3:8].[Cl:24][C:25]1[CH:26]=[C:27](B(O)O)[CH:28]=[CH:29][CH:30]=1.[CH2:34]([Cl:36])Cl.B(O)O. The catalyst is O.Cl.C1C=CC(P(C2C=CC=CC=2)[C-]2C=CC=C2)=CC=1.C1C=CC(P(C2C=CC=CC=2)[C-]2C=CC=C2)=CC=1.Cl[Pd]Cl.[Fe+2].O1CCOCC1. The product is [CH2:7]([O:9][C:10](=[O:23])[C:11]1[CH:16]=[C:15]([C:29]2[CH:28]=[CH:27][CH:26]=[C:25]([Cl:24])[CH:30]=2)[C:14]([O:18][CH2:19][CH2:20][OH:21])=[C:13]([C:12]2[CH:11]=[CH:16][CH:15]=[C:34]([Cl:36])[CH:13]=2)[CH:12]=1)[CH3:8]. The yield is 0.350. (8) The reactants are C([N:3]([CH2:6]C)CC)C.C1(P(N=[N+]=[N-])(C2C=CC=CC=2)=[O:15])C=CC=CC=1.[Cl:25][C:26]1[C:34]([F:35])=[CH:33][C:29](C(O)=O)=[C:28]([NH:36][CH:37]2[CH2:42][CH2:41][O:40][CH2:39][CH2:38]2)[N:27]=1. The catalyst is O1CCOCC1. The product is [Cl:25][C:26]1[N:27]=[C:28]2[N:36]([CH:37]3[CH2:38][CH2:39][O:40][CH2:41][CH2:42]3)[C:6](=[O:15])[NH:3][C:29]2=[CH:33][C:34]=1[F:35]. The yield is 0.460.